This data is from Reaction yield outcomes from USPTO patents with 853,638 reactions. The task is: Predict the reaction yield, written as a fraction of the theoretical maximum amount of product (1.0 means a 100% yield; for example, 0.34 means a 34% yield). (1) The catalyst is O1CCCC1.[I-].C([N+](CCCC)(CCCC)CCCC)CCC.C(OCC)(=O)C. The reactants are [H-].[Na+].[NH2:3][C:4]1[CH:5]=[CH:6][C:7]([N:12]2[CH2:17][CH2:16][O:15][CH2:14][CH2:13]2)=[C:8]([CH:11]=1)[CH2:9][OH:10].[CH2:18](Cl)[CH:19]=[CH2:20].O. The yield is 0.500. The product is [CH2:20]([O:10][CH2:9][C:8]1[CH:11]=[C:4]([NH2:3])[CH:5]=[CH:6][C:7]=1[N:12]1[CH2:13][CH2:14][O:15][CH2:16][CH2:17]1)[CH:19]=[CH2:18]. (2) The reactants are [CH3:1][N:2]1[C:6]([C:7]([OH:9])=O)=[CH:5][CH:4]=[N:3]1.C(Cl)(=O)C(Cl)=O.[NH2:16][C:17]1[CH:18]=[C:19]([CH:36]=[CH:37][CH:38]=1)[O:20][C:21]1[CH:22]=[CH:23][C:24]2[N:25]([CH:27]=[C:28]([NH:30][C:31]([CH:33]3[CH2:35][CH2:34]3)=[O:32])[N:29]=2)[N:26]=1. The catalyst is O1CCCC1.CN(C)C=O.CN(C)C(=O)C.C(=O)([O-])O.[Na+]. The product is [CH:33]1([C:31]([NH:30][C:28]2[N:29]=[C:24]3[CH:23]=[CH:22][C:21]([O:20][C:19]4[CH:18]=[C:17]([NH:16][C:7]([C:6]5[N:2]([CH3:1])[N:3]=[CH:4][CH:5]=5)=[O:9])[CH:38]=[CH:37][CH:36]=4)=[N:26][N:25]3[CH:27]=2)=[O:32])[CH2:34][CH2:35]1. The yield is 0.890. (3) The reactants are CS(O[CH:6]([CH2:13][CH2:14]/[CH:15]=[CH:16]\[CH2:17][CH3:18])[CH2:7][CH2:8]/[CH:9]=[CH:10]\[CH2:11][CH3:12])(=O)=O.[C-:19]#[N:20].[Na+].O. The catalyst is CN(C)C=O. The product is [CH2:7]([CH:6]([CH2:13][CH2:14]/[CH:15]=[CH:16]\[CH2:17][CH3:18])[C:19]#[N:20])[CH2:8]/[CH:9]=[CH:10]\[CH2:11][CH3:12]. The yield is 0.690. (4) The reactants are [CH2:1]([O:8][C:9]1[CH:18]=[C:17]([NH:19][CH:20]=[C:21]2[C:26](=[O:27])OC(C)(C)OC2=O)[CH:16]=[CH:15][C:10]=1[C:11]([O:13][CH3:14])=[O:12])[C:2]1[CH:7]=[CH:6][CH:5]=[CH:4][CH:3]=1. The catalyst is C1C=CC(C2C=CC=CC=2)=CC=1.C1C=CC(OC2C=CC=CC=2)=CC=1. The product is [CH2:1]([O:8][C:9]1[CH:18]=[C:17]2[C:16]([C:26](=[O:27])[CH:21]=[CH:20][NH:19]2)=[CH:15][C:10]=1[C:11]([O:13][CH3:14])=[O:12])[C:2]1[CH:3]=[CH:4][CH:5]=[CH:6][CH:7]=1. The yield is 0.618. (5) The reactants are [F:1][CH:2]([F:13])[C:3]1[CH:4]=[C:5]([CH:10]=[CH:11][CH:12]=1)[C:6]([O:8]C)=[O:7].[Li+].[OH-]. The catalyst is C1COCC1. The product is [F:1][CH:2]([F:13])[C:3]1[CH:4]=[C:5]([CH:10]=[CH:11][CH:12]=1)[C:6]([OH:8])=[O:7]. The yield is 0.780. (6) The reactants are [CH3:1][O:2][C:3]1[CH:4]=[C:5]2[C:9](=[CH:10][C:11]=1[O:12][CH3:13])[NH:8][C:7]([C:14]#[N:15])=[C:6]2[C:16]1[CH:21]=[CH:20][C:19]([O:22][CH3:23])=[CH:18][CH:17]=1.[H-].[Na+].Cl.[Cl:27][CH2:28]CN.[CH3:31][N:32]([CH:34]=O)[CH3:33]. No catalyst specified. The product is [ClH:27].[CH3:33][N:32]([CH3:31])[CH2:34][CH2:28][N:8]1[C:9]2[C:5](=[CH:4][C:3]([O:2][CH3:1])=[C:11]([O:12][CH3:13])[CH:10]=2)[C:6]([C:16]2[CH:17]=[CH:18][C:19]([O:22][CH3:23])=[CH:20][CH:21]=2)=[C:7]1[C:14]#[N:15]. The yield is 0.720. (7) The reactants are CS(Cl)(=O)=O.[Br:6][C:7]1[CH:12]=[CH:11][C:10]([C:13]2[O:14][C:15]([CH3:21])=[C:16]([CH2:18][CH2:19]O)[N:17]=2)=[CH:9][CH:8]=1.C([N:24]([CH2:27][CH3:28])[CH2:25]C)C.BrC1C=CC(C2OC(C)=C(CCOS(C)(=O)=O)N=2)=CC=1.N1CCC1. The catalyst is ClCCl.O1CCCC1. The product is [N:24]1([CH2:19][CH2:18][C:16]2[N:17]=[C:13]([C:10]3[CH:11]=[CH:12][C:7]([Br:6])=[CH:8][CH:9]=3)[O:14][C:15]=2[CH3:21])[CH2:25][CH2:28][CH2:27]1. The yield is 0.720. (8) The reactants are [CH2:1]1[S:5][C@@H:4]([CH2:6][CH2:7][CH2:8][CH2:9][C:10]([OH:12])=[O:11])[C@H:3]2[NH:13][C:14]([NH:16][C@@H:2]12)=[O:15].[C:17](Cl)(=O)C. The catalyst is CO. The product is [CH3:17][O:11][C:10]([CH2:9][CH2:8][CH2:7][CH2:6][C@H:4]1[C@@H:3]2[C@@H:2]([NH:16][C:14]([NH:13]2)=[O:15])[CH2:1][S:5]1)=[O:12]. The yield is 0.970. (9) The reactants are [F:1][C:2]1[CH:7]=[CH:6][C:5]([C:8]2[N:9]=[C:10]3[CH:15]=[CH:14][C:13]([N:16]4[CH2:21][CH2:20][N:19]([C:22]([O:24][C:25]([CH3:28])([CH3:27])[CH3:26])=[O:23])[CH2:18][CH2:17]4)=[N:12][N:11]3[C:29]=2I)=[CH:4][CH:3]=1.C(=O)([O-])[O-].[Cs+].[Cs+].[Cl:37][C:38]1[CH:43]=[C:42](B(O)O)[CH:41]=[CH:40][N:39]=1. The catalyst is O1CCCC1.O.C(Cl)(Cl)Cl.[Pd+2]. The product is [Cl:37][C:38]1[CH:43]=[C:42]([C:29]2[N:11]3[N:12]=[C:13]([N:16]4[CH2:21][CH2:20][N:19]([C:22]([O:24][C:25]([CH3:28])([CH3:27])[CH3:26])=[O:23])[CH2:18][CH2:17]4)[CH:14]=[CH:15][C:10]3=[N:9][C:8]=2[C:5]2[CH:6]=[CH:7][C:2]([F:1])=[CH:3][CH:4]=2)[CH:41]=[CH:40][N:39]=1. The yield is 0.780.